Binary Classification. Given a drug SMILES string, predict its activity (active/inactive) in a high-throughput screening assay against a specified biological target. From a dataset of Cav3 T-type calcium channel HTS with 100,875 compounds. (1) The compound is O=C1N(C(\C(C1=O)=C(\O)c1ccc(OCCC)cc1)c1ccncc1)CCCOC. The result is 0 (inactive). (2) The molecule is O1CCN(CC=2C3C(C(C3)CC2)(C)C)CC1. The result is 0 (inactive). (3) The result is 0 (inactive). The compound is S(CC(=O)N1CCN(CC1)c1ccccc1)c1n(c(=O)c2SCCc2n1)c1ccccc1. (4) The drug is S(=O)(=O)(N(CC(=O)Nc1c(F)cccc1)c1ccccc1)N(C)C. The result is 0 (inactive). (5) The drug is s1c(Nc2ccc(O)cc2)nc(c2ccc(O)cc2)c1. The result is 0 (inactive).